This data is from Forward reaction prediction with 1.9M reactions from USPTO patents (1976-2016). The task is: Predict the product of the given reaction. (1) Given the reactants Br[C:2]1[CH:11]=[CH:10][CH:9]=[C:8]([F:12])[C:3]=1[C:4]([O:6][CH3:7])=[O:5].[B-](F)(F)(F)[CH:14]=[CH2:15].[K+].C(=O)([O-])[O-].[Na+].[Na+], predict the reaction product. The product is: [F:12][C:8]1[CH:9]=[CH:10][CH:11]=[C:2]([CH:14]=[CH2:15])[C:3]=1[C:4]([O:6][CH3:7])=[O:5]. (2) Given the reactants [H-].[Na+].C([O:10][C:11]1[CH:16]=[CH:15][C:14]([C:17](=[O:24])[CH2:18][C:19](OCC)=O)=[CH:13][C:12]=1C)C1C=CC=CC=1.BrC[C:28]1[N:32]([CH:33]([CH3:35])[CH3:34])[N:31]=[C:30]([C:36]2[CH:41]=[CH:40][C:39]([C:42]([F:45])([F:44])[F:43])=[CH:38][CH:37]=2)[CH:29]=1.O1CCC[CH2:47]1, predict the reaction product. The product is: [OH:10][C:11]1([CH3:47])[CH:12]=[CH:13][C:14]([C:17](=[O:24])[CH2:18][CH2:19][C:28]2[N:32]([CH:33]([CH3:34])[CH3:35])[N:31]=[C:30]([C:36]3[CH:41]=[CH:40][C:39]([C:42]([F:45])([F:44])[F:43])=[CH:38][CH:37]=3)[CH:29]=2)=[CH:15][CH2:16]1. (3) Given the reactants [Cl:1][C:2]1[CH:3]=[C:4]2[C:9](=[CH:10][CH:11]=1)[C:8](=[O:12])[N:7]([C:13]1[CH:14]=[N:15][CH:16]=[C:17]([CH2:19][OH:20])[CH:18]=1)[CH2:6][CH2:5]2.[H-].[Na+].[H][H].[CH3:25]I, predict the reaction product. The product is: [Cl:1][C:2]1[CH:3]=[C:4]2[C:9](=[CH:10][CH:11]=1)[C:8](=[O:12])[N:7]([C:13]1[CH:14]=[N:15][CH:16]=[C:17]([CH2:19][O:20][CH3:25])[CH:18]=1)[CH2:6][CH2:5]2. (4) Given the reactants COC1C=CC(C[NH:8][C:9]2[C:18]3[CH2:17][CH2:16][O:15][C:14]4[CH:19]=[C:20]([N:23]5[CH2:27][C@H:26]([CH2:28][NH:29][C:30](=[O:32])[CH3:31])[O:25][C:24]5=[O:33])[CH:21]=[CH:22][C:13]=4[C:12]=3[NH:11][N:10]=2)=CC=1.C([SiH](CC)CC)C.FC(F)(F)C(O)=O, predict the reaction product. The product is: [NH2:8][C:9]1[C:18]2[CH2:17][CH2:16][O:15][C:14]3[CH:19]=[C:20]([N:23]4[CH2:27][C@H:26]([CH2:28][NH:29][C:30](=[O:32])[CH3:31])[O:25][C:24]4=[O:33])[CH:21]=[CH:22][C:13]=3[C:12]=2[NH:11][N:10]=1. (5) Given the reactants Br[CH2:2][C:3]1[CH:8]=[CH:7][C:6]([S:9]([CH3:12])(=[O:11])=[O:10])=[CH:5][CH:4]=1.[CH3:13][NH2:14], predict the reaction product. The product is: [CH3:12][S:9]([C:6]1[CH:7]=[CH:8][C:3]([CH2:2][NH:14][CH3:13])=[CH:4][CH:5]=1)(=[O:11])=[O:10].